Dataset: Reaction yield outcomes from USPTO patents with 853,638 reactions. Task: Predict the reaction yield, written as a fraction of the theoretical maximum amount of product (1.0 means a 100% yield; for example, 0.34 means a 34% yield). (1) The reactants are C([N:8]1[CH2:12][C@@H:11]([C:13]([N:15]2[CH2:19][C@@H:18]([N:20]([CH:28]3[CH2:33][CH2:32][C:31]([CH3:35])([CH3:34])[CH2:30][CH2:29]3)[C:21]([C@@H:23]3[CH2:27][CH2:26][CH2:25][O:24]3)=[O:22])[CH2:17][C@H:16]2[C:36]([N:38]2[CH2:43][CH2:42][N:41]([CH3:44])[CH2:40][CH2:39]2)=[O:37])=[O:14])[C@H:10]([C:45]2[CH:50]=[CH:49][C:48]([Cl:51])=[CH:47][CH:46]=2)[CH2:9]1)(OC(C)(C)C)=O.Cl. The catalyst is C(Cl)Cl. The product is [Cl:51][C:48]1[CH:47]=[CH:46][C:45]([C@@H:10]2[CH2:9][NH:8][CH2:12][C@H:11]2[C:13]([N:15]2[C@H:16]([C:36]([N:38]3[CH2:39][CH2:40][N:41]([CH3:44])[CH2:42][CH2:43]3)=[O:37])[CH2:17][C@H:18]([N:20]([CH:28]3[CH2:33][CH2:32][C:31]([CH3:35])([CH3:34])[CH2:30][CH2:29]3)[C:21]([C@@H:23]3[CH2:27][CH2:26][CH2:25][O:24]3)=[O:22])[CH2:19]2)=[O:14])=[CH:50][CH:49]=1. The yield is 0.998. (2) The reactants are [Br:1][C:2]1[C:6]2[N:7]=[C:8](Cl)[N:9]=[C:10]([CH2:11][CH2:12][CH2:13][NH2:14])[C:5]=2[S:4][CH:3]=1.[ClH:16].ClC1N=[C:20]([NH:27][CH:28]2C[CH2:32][CH2:31][NH:30][CH2:29]2)[C:21]2S[CH2:25][CH2:24][C:22]=2N=1.[CH:34](N(C(C)C)CC)(C)C. The catalyst is O1CCOCC1. The product is [Br:1][C:2]1[C:6]2[N:7]=[C:8]([N:30]3[CH2:29][CH2:28][N:27]([C:20]4[CH:21]=[CH:22][C:24]([Cl:16])=[CH:25][CH:34]=4)[CH2:32][CH2:31]3)[N:9]=[C:10]([CH2:11][CH2:12][CH2:13][NH2:14])[C:5]=2[S:4][CH:3]=1. The yield is 1.00. (3) The reactants are C[O:2][C:3]([C:5]1[CH:6]=[C:7]([C:19]2[CH:24]=[CH:23][CH:22]=[CH:21][CH:20]=2)[C:8]([O:17][CH3:18])=[C:9]([C:11]2[CH:16]=[CH:15][CH:14]=[CH:13][CH:12]=2)[CH:10]=1)=[O:4].[OH-].[K+]. The catalyst is C1COCC1.CCOCC. The product is [CH3:18][O:17][C:8]1[C:9]([C:11]2[CH:12]=[CH:13][CH:14]=[CH:15][CH:16]=2)=[CH:10][C:5]([C:3]([OH:4])=[O:2])=[CH:6][C:7]=1[C:19]1[CH:24]=[CH:23][CH:22]=[CH:21][CH:20]=1. The yield is 0.950.